Dataset: Full USPTO retrosynthesis dataset with 1.9M reactions from patents (1976-2016). Task: Predict the reactants needed to synthesize the given product. (1) The reactants are: [CH2:1]([O:3][CH2:4][C@@H:5]([C:17]([O:19][CH3:20])=[O:18])[NH:6]C(OCC1C=CC=CC=1)=O)[CH3:2]. Given the product [CH2:1]([O:3][CH2:4][C@@H:5]([C:17]([O:19][CH3:20])=[O:18])[NH2:6])[CH3:2], predict the reactants needed to synthesize it. (2) Given the product [OH:15][C:5]1[C:6]([CH3:14])=[C:7]([CH:12]=[CH:13][C:4]=1[CH:1]=[CH:2][CH3:3])[C:8]([O:10][CH3:11])=[O:9], predict the reactants needed to synthesize it. The reactants are: [CH2:1]([C:4]1[CH:13]=[CH:12][C:7]([C:8]([O:10][CH3:11])=[O:9])=[C:6]([CH3:14])[C:5]=1[OH:15])[CH:2]=[CH2:3].CC([O-])(C)C.[K+].C1COCC1.Cl. (3) Given the product [C:1]([N:5]1[CH2:37][CH2:36][CH2:35][CH2:34][C:8]2[C:9]([C:28]3[CH2:29][CH2:30][S:72][CH2:32][CH:33]=3)=[C:10]3[C:19]4[CH:18]=[C:17]([C:20]5[CH:21]=[N:22][CH:23]=[CH:24][CH:25]=5)[C:16]([O:26][CH3:27])=[CH:15][C:14]=4[CH2:13][CH2:12][N:11]3[C:7]=2[C:6]1=[O:38])([CH3:4])([CH3:3])[CH3:2], predict the reactants needed to synthesize it. The reactants are: [C:1]([N:5]1[CH2:37][CH2:36][CH2:35][CH2:34][C:8]2[C:9]([C:28]3[CH2:29][CH2:30]O[CH2:32][CH:33]=3)=[C:10]3[C:19]4[CH:18]=[C:17]([C:20]5[CH:21]=[N:22][CH:23]=[CH:24][CH:25]=5)[C:16]([O:26][CH3:27])=[CH:15][C:14]=4[CH2:13][CH2:12][N:11]3[C:7]=2[C:6]1=[O:38])([CH3:4])([CH3:3])[CH3:2].C(N1CCCCC2C(Br)=C3C4C=C(C5C=NC=CC=5)C(OC)=CC=4CCN3C=2C1=O)(C)(C)C.[S:72]1CC=C(B2OC(C)(C)C(C)(C)O2)CC1. (4) Given the product [N+:25]([C:22]1[CH:23]=[CH:24][C:19]([NH:1][CH2:2][CH2:3][C:4]2[N:9]=[C:8]([NH:10][C:11](=[O:17])[O:12][C:13]([CH3:14])([CH3:16])[CH3:15])[CH:7]=[CH:6][CH:5]=2)=[CH:20][CH:21]=1)([O-:27])=[O:26], predict the reactants needed to synthesize it. The reactants are: [NH2:1][CH2:2][CH2:3][C:4]1[N:9]=[C:8]([NH:10][C:11](=[O:17])[O:12][C:13]([CH3:16])([CH3:15])[CH3:14])[CH:7]=[CH:6][CH:5]=1.F[C:19]1[CH:24]=[CH:23][C:22]([N+:25]([O-:27])=[O:26])=[CH:21][CH:20]=1.C(N(CC)CC)C. (5) Given the product [C:3]([C:6]1[CH:29]=[CH:28][C:9]([O:10][CH2:11][C:12]2[CH:13]=[CH:14][C:15]([CH:18]([OH:27])[C:37]3[CH:36]=[N:38][CH:3]=[C:6]([CH:7]=3)[C:29]([OH:34])=[O:1])=[CH:16][CH:17]=2)=[C:8]([CH2:30][CH2:31][CH3:32])[C:7]=1[OH:33])(=[O:5])[CH3:4], predict the reactants needed to synthesize it. The reactants are: [OH-:1].[Li+].[C:3]([C:6]1[CH:29]=[CH:28][C:9]([O:10][CH2:11][C:12]2[CH:17]=[CH:16][C:15]([CH:18]([OH:27])C3C=NC=C(C=3)C#N)=[CH:14][CH:13]=2)=[C:8]([CH2:30][CH2:31][CH3:32])[C:7]=1[OH:33])(=[O:5])[CH3:4].[OH2:34].Cl.[C:36](#[N:38])[CH3:37]. (6) Given the product [OH:1][C:2]([CH:5]1[N:14]2[C:9](=[CH:10][C:11](=[O:20])[C:12]([C:15]([OH:17])=[O:16])=[CH:13]2)[C:8]2[CH:21]=[C:22]([O:31][CH3:32])[C:23]([O:25][CH2:26][CH2:27][CH2:28][O:29][CH3:30])=[CH:24][C:7]=2[CH2:6]1)([CH3:3])[CH3:4], predict the reactants needed to synthesize it. The reactants are: [OH:1][C:2]([CH:5]1[N:14]2[C:9](=[CH:10][C:11](=[O:20])[C:12]([C:15]([O:17]CC)=[O:16])=[CH:13]2)[C:8]2[CH:21]=[C:22]([O:31][CH3:32])[C:23]([O:25][CH2:26][CH2:27][CH2:28][O:29][CH3:30])=[CH:24][C:7]=2[CH2:6]1)([CH3:4])[CH3:3].[Li+].[OH-].Cl. (7) Given the product [CH:1]([NH:4][C:5]1[C:10]2[C:11]([C:43]3[CH:42]=[CH:41][CH:46]=[CH:45][N:44]=3)=[N:12][NH:13][C:9]=2[CH:8]=[CH:7][N:6]=1)([CH3:2])[CH3:3], predict the reactants needed to synthesize it. The reactants are: [CH:1]([NH:4][C:5]1[C:10]2[C:11]([Sn](C)(C)C)=[N:12][N:13](C(C3C=CC=CC=3)(C3C=CC=CC=3)C3C=CC=CC=3)[C:9]=2[CH:8]=[CH:7][N:6]=1)([CH3:3])[CH3:2].IC1[C:42]2[C:43](NC(C)C)=[N:44][CH:45]=[CH:46][C:41]=2N(C(C2C=CC=CC=2)(C2C=CC=CC=2)C2C=CC=CC=2)N=1.C[Sn](C)(C)[Sn](C)(C)C.